Dataset: Catalyst prediction with 721,799 reactions and 888 catalyst types from USPTO. Task: Predict which catalyst facilitates the given reaction. (1) Reactant: [Cl:1][C:2]1[CH:3]=[C:4]([S:9]([N:12]2[CH:17]=[CH:16][NH:15][C:14](=[O:18])[C@H:13]2[CH2:19][C:20]2[N:21]=[N:22][N:23]([C@@H:25]([C:27]3[CH:34]=[CH:33][C:30]([CH:31]=O)=[CH:29][CH:28]=3)[CH3:26])[CH:24]=2)(=[O:11])=[O:10])[CH:5]=[CH:6][C:7]=1[Cl:8].[NH:35]1[CH2:40][CH2:39][CH2:38][CH2:37][CH2:36]1.[BH-](OC(C)=O)(OC(C)=O)OC(C)=O.[Na+]. Product: [Cl:1][C:2]1[CH:3]=[C:4]([S:9]([N:12]2[CH:17]=[CH:16][NH:15][C:14](=[O:18])[C@H:13]2[CH2:19][C:20]2[N:21]=[N:22][N:23]([C@@H:25]([C:27]3[CH:34]=[CH:33][C:30]([CH2:31][N:35]4[CH2:40][CH2:39][CH2:38][CH2:37][CH2:36]4)=[CH:29][CH:28]=3)[CH3:26])[CH:24]=2)(=[O:10])=[O:11])[CH:5]=[CH:6][C:7]=1[Cl:8]. The catalyst class is: 839. (2) Reactant: [H-].[Na+].[CH3:3][O:4][C:5]([C:7]1([CH2:22][CH3:23])[CH:11]([OH:12])[C:10](=[O:13])[N:9]([C:14]2[C:19]([CH3:20])=[CH:18][CH:17]=[CH:16][C:15]=2[CH3:21])[CH2:8]1)=[O:6].[CH3:24]I.[NH4+].[Cl-]. Product: [CH3:3][O:4][C:5]([C:7]1([CH2:22][CH3:23])[CH:11]([O:12][CH3:24])[C:10](=[O:13])[N:9]([C:14]2[C:19]([CH3:20])=[CH:18][CH:17]=[CH:16][C:15]=2[CH3:21])[CH2:8]1)=[O:6]. The catalyst class is: 1.